Regression. Given two drug SMILES strings and cell line genomic features, predict the synergy score measuring deviation from expected non-interaction effect. From a dataset of Merck oncology drug combination screen with 23,052 pairs across 39 cell lines. (1) Drug 1: O=c1[nH]cc(F)c(=O)[nH]1. Drug 2: COC1=C2CC(C)CC(OC)C(O)C(C)C=C(C)C(OC(N)=O)C(OC)C=CC=C(C)C(=O)NC(=CC1=O)C2=O. Cell line: NCIH520. Synergy scores: synergy=3.51. (2) Drug 1: COC1=C2CC(C)CC(OC)C(O)C(C)C=C(C)C(OC(N)=O)C(OC)C=CC=C(C)C(=O)NC(=CC1=O)C2=O. Drug 2: NC1CCCCC1N.O=C(O)C(=O)O.[Pt+2]. Cell line: OCUBM. Synergy scores: synergy=4.46. (3) Drug 1: CCC1=CC2CN(C1)Cc1c([nH]c3ccccc13)C(C(=O)OC)(c1cc3c(cc1OC)N(C)C1C(O)(C(=O)OC)C(OC(C)=O)C4(CC)C=CCN5CCC31C54)C2. Drug 2: Cn1nnc2c(C(N)=O)ncn2c1=O. Cell line: A2058. Synergy scores: synergy=-29.2. (4) Drug 1: N.N.O=C(O)C1(C(=O)O)CCC1.[Pt]. Drug 2: NC(=O)c1cccc2cn(-c3ccc(C4CCCNC4)cc3)nc12. Cell line: A375. Synergy scores: synergy=0.521. (5) Drug 1: O=c1[nH]cc(F)c(=O)[nH]1. Drug 2: CCN(CC)CCNC(=O)c1c(C)[nH]c(C=C2C(=O)Nc3ccc(F)cc32)c1C. Cell line: DLD1. Synergy scores: synergy=10.9. (6) Drug 1: CS(=O)(=O)CCNCc1ccc(-c2ccc3ncnc(Nc4ccc(OCc5cccc(F)c5)c(Cl)c4)c3c2)o1. Drug 2: Cn1cc(-c2cnn3c(N)c(Br)c(C4CCCNC4)nc23)cn1. Cell line: KPL1. Synergy scores: synergy=-2.89. (7) Drug 1: CCN(CC)CCNC(=O)c1c(C)[nH]c(C=C2C(=O)Nc3ccc(F)cc32)c1C. Drug 2: NC1CCCCC1N.O=C(O)C(=O)O.[Pt+2]. Cell line: SKOV3. Synergy scores: synergy=4.64. (8) Drug 1: O=S1(=O)NC2(CN1CC(F)(F)F)C1CCC2Cc2cc(C=CCN3CCC(C(F)(F)F)CC3)ccc2C1. Drug 2: CC1(c2nc3c(C(N)=O)cccc3[nH]2)CCCN1. Cell line: SW620. Synergy scores: synergy=2.97. (9) Drug 1: CN(C)C(=N)N=C(N)N. Drug 2: O=C(O)C1(Cc2cccc(Nc3nccs3)n2)CCC(Oc2cccc(Cl)c2F)CC1. Cell line: HCT116. Synergy scores: synergy=-0.517. (10) Drug 1: CCN(CC)CCNC(=O)c1c(C)[nH]c(C=C2C(=O)Nc3ccc(F)cc32)c1C. Drug 2: CCc1cnn2c(NCc3ccc[n+]([O-])c3)cc(N3CCCCC3CCO)nc12. Synergy scores: synergy=-3.17. Cell line: PA1.